From a dataset of Catalyst prediction with 721,799 reactions and 888 catalyst types from USPTO. Predict which catalyst facilitates the given reaction. (1) Reactant: [OH-].[Li+].C([O:5][C:6](=[O:25])[C:7]([C:18]1[CH:23]=[CH:22][CH:21]=[C:20]([Br:24])[N:19]=1)([CH2:13][O:14][CH2:15][O:16][CH3:17])[CH2:8][O:9][CH2:10][O:11][CH3:12])C. Product: [Br:24][C:20]1[N:19]=[C:18]([C:7]([CH2:8][O:9][CH2:10][O:11][CH3:12])([CH2:13][O:14][CH2:15][O:16][CH3:17])[C:6]([OH:25])=[O:5])[CH:23]=[CH:22][CH:21]=1. The catalyst class is: 40. (2) Reactant: [Cl:1][C:2]1[CH:3]=[C:4]([CH2:8][C:9]([C:11]2[CH:16]=[CH:15][C:14]([Cl:17])=[CH:13][N:12]=2)=[O:10])[CH:5]=[CH:6][CH:7]=1.C1CCN2C(=NCCC2)CC1.[C:29]([O:33][CH3:34])(=[O:32])[CH:30]=[CH2:31].Cl.C([O-])(O)=O.[Na+]. Product: [Cl:1][C:2]1[CH:3]=[C:4]([CH:8]([C:9]([C:11]2[CH:16]=[CH:15][C:14]([Cl:17])=[CH:13][N:12]=2)=[O:10])[CH2:31][CH2:30][C:29]([O:33][CH3:34])=[O:32])[CH:5]=[CH:6][CH:7]=1. The catalyst class is: 12. (3) Reactant: [O:1]([CH2:8][CH2:9][NH:10][CH:11]1[CH2:16][CH2:15][CH:14]([C:17]2[CH:22]=[CH:21][C:20]([OH:23])=[CH:19][CH:18]=2)[CH2:13][CH2:12]1)[C:2]1[CH:7]=[CH:6][CH:5]=[CH:4][CH:3]=1.O.[C:25](O[BH-](OC(=O)C)OC(=O)C)(=O)C.[Na+].[OH-].[Na+]. Product: [CH3:25][N:10]([CH2:9][CH2:8][O:1][C:2]1[CH:3]=[CH:4][CH:5]=[CH:6][CH:7]=1)[CH:11]1[CH2:16][CH2:15][CH:14]([C:17]2[CH:22]=[CH:21][C:20]([OH:23])=[CH:19][CH:18]=2)[CH2:13][CH2:12]1. The catalyst class is: 100. (4) Reactant: [CH3:1][C:2]([C:6]1[N:10]([CH2:11][CH:12]2[CH2:17][CH2:16][O:15][CH2:14][CH2:13]2)[C:9]2[CH:18]=[CH:19][C:20]([S:22](Cl)(=[O:24])=[O:23])=[CH:21][C:8]=2[N:7]=1)([CH3:5])[CH2:3][CH3:4].[NH:26]1[CH:30]=[CH:29][CH:28]=[N:27]1. Product: [CH3:1][C:2]([C:6]1[N:10]([CH2:11][CH:12]2[CH2:17][CH2:16][O:15][CH2:14][CH2:13]2)[C:9]2[CH:18]=[CH:19][C:20]([S:22]([N:26]3[CH:30]=[CH:29][CH:28]=[N:27]3)(=[O:24])=[O:23])=[CH:21][C:8]=2[N:7]=1)([CH3:5])[CH2:3][CH3:4]. The catalyst class is: 649. (5) Reactant: [NH:1]([C:5]1[CH:6]=[C:7]([CH:11]=[CH:12][CH:13]=1)[C:8]([OH:10])=[O:9])[C:2]([NH2:4])=[S:3].BrBr. Product: [NH2:4][C:2]1[S:3][C:6]2[C:7]([C:8]([OH:10])=[O:9])=[CH:11][CH:12]=[CH:13][C:5]=2[N:1]=1. The catalyst class is: 22.